This data is from Forward reaction prediction with 1.9M reactions from USPTO patents (1976-2016). The task is: Predict the product of the given reaction. Given the reactants [N:1]([C:4]1[CH:15]=[CH:14][C:7]([O:8][CH2:9][CH2:10][N:11]([CH3:13])[CH3:12])=[CH:6][CH:5]=1)=[C:2]=[S:3].[N:16]#[C:17][NH2:18].CC(C)([O-])C.[K+].Br[CH2:26][C:27]([C:29]1[CH:34]=[CH:33][CH:32]=[C:31]([O:35][CH3:36])[CH:30]=1)=[O:28], predict the reaction product. The product is: [NH2:16][C:17]1[N:18]=[C:2]([NH:1][C:4]2[CH:15]=[CH:14][C:7]([O:8][CH2:9][CH2:10][N:11]([CH3:12])[CH3:13])=[CH:6][CH:5]=2)[S:3][C:26]=1[C:27]([C:29]1[CH:34]=[CH:33][CH:32]=[C:31]([O:35][CH3:36])[CH:30]=1)=[O:28].